From a dataset of Peptide-MHC class II binding affinity with 134,281 pairs from IEDB. Regression. Given a peptide amino acid sequence and an MHC pseudo amino acid sequence, predict their binding affinity value. This is MHC class II binding data. (1) The peptide sequence is DEELLKAVRIIKILYQSNP. The MHC is HLA-DQA10103-DQB10603 with pseudo-sequence HLA-DQA10103-DQB10603. The binding affinity (normalized) is 0.625. (2) The peptide sequence is GKIASCLNDNANGYF. The MHC is DRB1_1201 with pseudo-sequence DRB1_1201. The binding affinity (normalized) is 0.721. (3) The binding affinity (normalized) is 0.789. The MHC is DRB1_0101 with pseudo-sequence DRB1_0101. The peptide sequence is LSFAAALNGLAGPLH. (4) The peptide sequence is SHLNAMSKVRKDISE. The MHC is DRB1_0301 with pseudo-sequence DRB1_0301. The binding affinity (normalized) is 0.481. (5) The peptide sequence is SYFVGKMYFNLID. The MHC is DRB1_0401 with pseudo-sequence DRB1_0401. The binding affinity (normalized) is 0. (6) The peptide sequence is YLEDARRLKAIYEKKK. The MHC is DRB1_1501 with pseudo-sequence DRB1_1501. The binding affinity (normalized) is 0.419. (7) The peptide sequence is SLELELIGSKRILDE. The MHC is DRB4_0101 with pseudo-sequence DRB4_0103. The binding affinity (normalized) is 0.208.